This data is from Reaction yield outcomes from USPTO patents with 853,638 reactions. The task is: Predict the reaction yield, written as a fraction of the theoretical maximum amount of product (1.0 means a 100% yield; for example, 0.34 means a 34% yield). (1) The reactants are [NH2:1][C:2]1[CH:3]=[CH:4][CH:5]=[C:6]2[C:11]=1[N:10]=[CH:9][CH:8]=[CH:7]2.[Cl:12][C:13]1[CH:14]=[C:15]([S:19](Cl)(=[O:21])=[O:20])[CH:16]=[CH:17][CH:18]=1. The catalyst is CN(C1C=CN=CC=1)C. The product is [Cl:12][C:13]1[CH:14]=[C:15]([S:19]([NH:1][C:2]2[CH:3]=[CH:4][CH:5]=[C:6]3[C:11]=2[N:10]=[CH:9][CH:8]=[CH:7]3)(=[O:21])=[O:20])[CH:16]=[CH:17][CH:18]=1. The yield is 0.590. (2) The reactants are [F:1][C:2]1([F:16])[CH2:5][CH:4]([C:6]([O:8]CC2C=CC=CC=2)=[O:7])[CH2:3]1. The catalyst is C(O)C.[Pd]. The product is [F:1][C:2]1([F:16])[CH2:5][CH:4]([C:6]([OH:8])=[O:7])[CH2:3]1. The yield is 0.650.